From a dataset of Full USPTO retrosynthesis dataset with 1.9M reactions from patents (1976-2016). Predict the reactants needed to synthesize the given product. (1) Given the product [CH2:1]([O:3][CH:4]([O:7][CH2:8][CH3:9])[C:5]#[C:6][CH:22]([CH:18]1[C:17](=[O:36])[O:16][C:15]([CH3:14])([CH3:37])[O:20][C:19]1=[O:21])[C:23]1[CH:24]=[CH:25][C:26]([O:29][CH:30]2[CH2:35][CH2:34][CH2:33][CH2:32][O:31]2)=[CH:27][CH:28]=1)[CH3:2], predict the reactants needed to synthesize it. The reactants are: [CH2:1]([O:3][CH:4]([O:7][CH2:8][CH3:9])[C:5]#[CH:6])[CH3:2].C([Mg]Br)C.[CH3:14][C:15]1([CH3:37])[O:20][C:19](=[O:21])[C:18](=[CH:22][C:23]2[CH:28]=[CH:27][C:26]([O:29][CH:30]3[CH2:35][CH2:34][CH2:33][CH2:32][O:31]3)=[CH:25][CH:24]=2)[C:17](=[O:36])[O:16]1. (2) Given the product [CH2:2]([C:1]([OH:8])=[O:7])[CH2:3][C:4]([OH:6])=[O:5].[CH2:9]([OH:12])[CH2:10][OH:11], predict the reactants needed to synthesize it. The reactants are: [C:1]([OH:8])(=[O:7])[CH2:2][CH2:3][C:4]([OH:6])=[O:5].[CH2:9]([OH:12])[CH2:10][OH:11]. (3) Given the product [NH2:19][C@@H:16]1[CH2:15][CH2:14][C@H:13]([C:11]([NH:10][CH2:9][C:4]2[CH:5]=[CH:6][CH:7]=[CH:8][C:3]=2[C:2]([F:1])([F:27])[F:28])=[O:12])[CH2:18][CH2:17]1, predict the reactants needed to synthesize it. The reactants are: [F:1][C:2]([F:28])([F:27])[C:3]1[CH:8]=[CH:7][CH:6]=[CH:5][C:4]=1[CH2:9][NH:10][C:11]([C@@H:13]1[CH2:18][CH2:17][C@H:16]([NH:19]C(=O)OC(C)(C)C)[CH2:15][CH2:14]1)=[O:12].C(O)(C(F)(F)F)=O.